From a dataset of Full USPTO retrosynthesis dataset with 1.9M reactions from patents (1976-2016). Predict the reactants needed to synthesize the given product. (1) Given the product [C:9]([NH:12][C:13]1[C:22]([Br:1])=[CH:21][C:20]([C:23]([O:25][CH3:26])=[O:24])=[C:19]2[C:14]=1[CH2:15][CH2:16][CH2:17][O:18]2)(=[O:11])[CH3:10], predict the reactants needed to synthesize it. The reactants are: [Br:1]N1C(=O)CCC1=O.[C:9]([NH:12][C:13]1[CH:22]=[CH:21][C:20]([C:23]([O:25][CH3:26])=[O:24])=[C:19]2[C:14]=1[CH2:15][CH2:16][CH2:17][O:18]2)(=[O:11])[CH3:10].C(O)(=O)C. (2) Given the product [CH3:25][O:26][C:27](=[O:42])[C:28]1[CH:29]=[CH:30][C:31]([O:34][CH2:35][CH2:36][C:37]2[C:16]3[C:15](=[CH:20][CH:19]=[C:18]([N+:21]([O-:23])=[O:22])[CH:17]=3)[N:14]([CH:1]([C:8]3[CH:13]=[CH:12][CH:11]=[CH:10][CH:9]=3)[C:2]3[CH:7]=[CH:6][CH:5]=[CH:4][CH:3]=3)[C:38]=2[CH2:39][CH2:40][OH:41])=[CH:32][CH:33]=1, predict the reactants needed to synthesize it. The reactants are: [CH:1]([NH:14][C:15]1[CH:20]=[CH:19][C:18]([N+:21]([O-:23])=[O:22])=[CH:17][C:16]=1I)([C:8]1[CH:13]=[CH:12][CH:11]=[CH:10][CH:9]=1)[C:2]1[CH:7]=[CH:6][CH:5]=[CH:4][CH:3]=1.[CH3:25][O:26][C:27](=[O:42])[C:28]1[CH:33]=[CH:32][C:31]([O:34][CH2:35][CH2:36][C:37]#[C:38][CH2:39][CH2:40][OH:41])=[CH:30][CH:29]=1.[Li+].[Cl-].